The task is: Predict the reactants needed to synthesize the given product.. This data is from Full USPTO retrosynthesis dataset with 1.9M reactions from patents (1976-2016). Given the product [Br:2][C:3]1[CH:4]=[C:5]([N:6]2[CH:14]=[CH:15][C:16]([CH3:17])=[N:7]2)[CH:8]=[CH:9][C:10]=1[F:11], predict the reactants needed to synthesize it. The reactants are: [Cl-].[Br:2][C:3]1[CH:4]=[C:5]([CH:8]=[CH:9][C:10]=1[F:11])[NH:6][NH3+:7].CO[CH:14](OC)[CH2:15][C:16](=O)[CH3:17].